From a dataset of Catalyst prediction with 721,799 reactions and 888 catalyst types from USPTO. Predict which catalyst facilitates the given reaction. (1) Reactant: [OH:1][CH:2]1[CH:7]([C:8]2[CH:13]=[CH:12][C:11]([O:14][CH3:15])=[CH:10][CH:9]=2)[CH2:6][CH2:5][N:4]([C:16]([O:18][C:19]([CH3:22])([CH3:21])[CH3:20])=[O:17])[CH2:3]1.[H-].[Na+].[O:25]1[CH2:29][CH2:28]OS1(=O)=O.O. Product: [OH:25][CH2:29][CH2:28][O:1][CH:2]1[CH:7]([C:8]2[CH:9]=[CH:10][C:11]([O:14][CH3:15])=[CH:12][CH:13]=2)[CH2:6][CH2:5][N:4]([C:16]([O:18][C:19]([CH3:22])([CH3:21])[CH3:20])=[O:17])[CH2:3]1. The catalyst class is: 9. (2) Reactant: CC(C)(OC([NH:7][CH:8]([C:12]1[CH:17]=[C:16]([F:18])[CH:15]=[C:14]([F:19])[CH:13]=1)[C:9]([NH2:11])=[O:10])=O)C.C(O)(C(F)(F)F)=O.C(Cl)Cl. Product: [NH2:7][CH:8]([C:12]1[CH:13]=[C:14]([F:19])[CH:15]=[C:16]([F:18])[CH:17]=1)[C:9]([NH2:11])=[O:10]. The catalyst class is: 25. (3) Reactant: [N:1]1[C:9]2[C:4](=[N:5][C:6]([N:10]3[CH2:15][CH2:14][CH:13]([N:16]([CH3:18])[CH3:17])[CH2:12][CH2:11]3)=[CH:7][CH:8]=2)[NH:3][CH:2]=1.[C:19](O[C:19]([O:21][C:22]([CH3:25])([CH3:24])[CH3:23])=[O:20])([O:21][C:22]([CH3:25])([CH3:24])[CH3:23])=[O:20].C([O-])(O)=O.[Na+].O1CCCC1.O. Product: [C:22]([O:21][C:19]([N:3]1[C:4]2=[N:5][C:6]([N:10]3[CH2:15][CH2:14][CH:13]([N:16]([CH3:18])[CH3:17])[CH2:12][CH2:11]3)=[CH:7][CH:8]=[C:9]2[N:1]=[CH:2]1)=[O:20])([CH3:25])([CH3:24])[CH3:23]. The catalyst class is: 6.